From a dataset of Catalyst prediction with 721,799 reactions and 888 catalyst types from USPTO. Predict which catalyst facilitates the given reaction. (1) The catalyst class is: 3. Reactant: [C:1]1([S:7]([N:10]2[CH2:15][CH2:14][CH2:13][CH:12]([C:16]([OH:18])=O)[CH2:11]2)(=[O:9])=[O:8])[CH:6]=[CH:5][CH:4]=[CH:3][CH:2]=1.F[P-](F)(F)(F)(F)F.N1(O[P+](N(C)C)(N(C)C)N(C)C)C2C=CC=CC=2N=N1.[CH3:46][CH:47]1[CH2:52][NH:51][CH2:50][CH2:49][N:48]1[C:53]1[CH:58]=[CH:57][CH:56]=[CH:55][CH:54]=1.C(N(CC)C(C)C)(C)C. Product: [CH3:46][CH:47]1[CH2:52][N:51]([C:16]([CH:12]2[CH2:13][CH2:14][CH2:15][N:10]([S:7]([C:1]3[CH:2]=[CH:3][CH:4]=[CH:5][CH:6]=3)(=[O:8])=[O:9])[CH2:11]2)=[O:18])[CH2:50][CH2:49][N:48]1[C:53]1[CH:54]=[CH:55][CH:56]=[CH:57][CH:58]=1. (2) Reactant: [Br:1][C:2]1[C:7](=[O:8])[N:6]([C:9]2[C:14]([F:15])=[CH:13][CH:12]=[CH:11][C:10]=2[F:16])[C:5]([CH:17]=O)=[CH:4][C:3]=1[O:19][CH2:20][C:21]1[CH:26]=[CH:25][C:24]([F:27])=[CH:23][C:22]=1[F:28].[NH:29]1[CH2:34][CH2:33][O:32][CH2:31][CH2:30]1. Product: [Br:1][C:2]1[C:7](=[O:8])[N:6]([C:9]2[C:10]([F:16])=[CH:11][CH:12]=[CH:13][C:14]=2[F:15])[C:5]([CH2:17][N:29]2[CH2:34][CH2:33][O:32][CH2:31][CH2:30]2)=[CH:4][C:3]=1[O:19][CH2:20][C:21]1[CH:26]=[CH:25][C:24]([F:27])=[CH:23][C:22]=1[F:28]. The catalyst class is: 4.